From a dataset of Catalyst prediction with 721,799 reactions and 888 catalyst types from USPTO. Predict which catalyst facilitates the given reaction. (1) Reactant: C1C=CC(P(C2C=CC=CC=2)C2C=CC=CC=2)=CC=1.[I:20]I.N1C=CN=C1.[CH2:27]([O:34][C:35]([N:37]1[CH2:42][CH2:41][CH2:40][CH:39]([CH2:43]O)[CH2:38]1)=[O:36])[C:28]1[CH:33]=[CH:32][CH:31]=[CH:30][CH:29]=1. Product: [CH2:27]([O:34][C:35]([N:37]1[CH2:42][CH2:41][CH2:40][CH:39]([CH2:43][I:20])[CH2:38]1)=[O:36])[C:28]1[CH:33]=[CH:32][CH:31]=[CH:30][CH:29]=1. The catalyst class is: 2. (2) Reactant: Cl.[CH2:2]([N:9]([CH2:13][CH2:14]Cl)[CH2:10][CH2:11]Cl)[C:3]1[CH:8]=[CH:7][CH:6]=[CH:5][CH:4]=1.[C:16]([N:23]1[CH2:27][CH2:26][C@H:25]([NH2:28])[CH2:24]1)([O:18][C:19]([CH3:22])([CH3:21])[CH3:20])=[O:17].C(=O)(O)[O-].[Na+]. Product: [CH2:2]([N:9]1[CH2:13][CH2:14][N:28]([C@H:25]2[CH2:26][CH2:27][N:23]([C:16]([O:18][C:19]([CH3:22])([CH3:21])[CH3:20])=[O:17])[CH2:24]2)[CH2:11][CH2:10]1)[C:3]1[CH:8]=[CH:7][CH:6]=[CH:5][CH:4]=1. The catalyst class is: 8. (3) Reactant: P(Cl)(Cl)([Cl:3])=O.O[C:7]1[C:8]2[CH:21]=[C:20]([CH3:22])[S:19][C:9]=2[N:10]=[C:11]([CH2:13][CH2:14][C:15]([F:18])([F:17])[F:16])[N:12]=1. Product: [Cl:3][C:7]1[C:8]2[CH:21]=[C:20]([CH3:22])[S:19][C:9]=2[N:10]=[C:11]([CH2:13][CH2:14][C:15]([F:18])([F:17])[F:16])[N:12]=1. The catalyst class is: 3. (4) Reactant: C(O[C:6](=O)[N:7](C)[CH2:8][C:9]1[CH:10]=[N:11][CH:12]=[C:13]([C:16]2[CH:17]=[C:18]3[C:22](=[CH:23][CH:24]=2)[NH:21][N:20]=[C:19]3[C:25]2[N:26](COCC[Si](C)(C)C)[CH:27]=[CH:28][N:29]=2)[C:14]=1[CH3:15])(C)(C)C.Cl.C(O)C. Product: [NH:26]1[CH:27]=[CH:28][N:29]=[C:25]1[C:19]1[C:18]2[C:22](=[CH:23][CH:24]=[C:16]([C:13]3[C:14]([CH3:15])=[C:9]([CH2:8][NH:7][CH3:6])[CH:10]=[N:11][CH:12]=3)[CH:17]=2)[NH:21][N:20]=1. The catalyst class is: 12. (5) Reactant: [Br:1][C:2]1[CH:3]=[C:4]([NH:13][CH:14]([CH2:16][CH3:17])[CH3:15])[C:5]([CH3:12])=[C:6]([CH:11]=1)[C:7]([O:9][CH3:10])=[O:8].C=O.[C:20]([BH3-])#N.[Na+]. Product: [Br:1][C:2]1[CH:3]=[C:4]([N:13]([CH:14]([CH2:16][CH3:17])[CH3:15])[CH3:20])[C:5]([CH3:12])=[C:6]([CH:11]=1)[C:7]([O:9][CH3:10])=[O:8]. The catalyst class is: 466. (6) Reactant: C([N:4]1[C:12]2[C:7](=[CH:8][C:9]([C:13]3[CH:18]=[CH:17][N:16]=[CH:15][CH:14]=3)=[CH:10][CH:11]=2)[CH2:6][CH2:5]1)(=O)C.[OH-].[Na+]. Product: [N:16]1[CH:17]=[CH:18][C:13]([C:9]2[CH:8]=[C:7]3[C:12](=[CH:11][CH:10]=2)[NH:4][CH2:5][CH2:6]3)=[CH:14][CH:15]=1. The catalyst class is: 8.